From a dataset of Reaction yield outcomes from USPTO patents with 853,638 reactions. Predict the reaction yield, written as a fraction of the theoretical maximum amount of product (1.0 means a 100% yield; for example, 0.34 means a 34% yield). (1) The reactants are [Cl:1][C:2]1[C:3]([C:14]([F:17])([F:16])[F:15])=[N:4][N:5]([CH:8]([CH2:12][CH3:13])[C:9]([OH:11])=O)[C:6]=1[CH3:7].[F:18][C:19]1[CH:24]=[CH:23][C:22]([N:25]2[C:33]3[CH2:32][CH2:31][CH2:30][NH:29][C:28]=3[CH:27]=[N:26]2)=[CH:21][CH:20]=1. No catalyst specified. The product is [Cl:1][C:2]1[C:3]([C:14]([F:17])([F:16])[F:15])=[N:4][N:5]([CH:8]([CH2:12][CH3:13])[C:9]([N:29]2[CH2:30][CH2:31][CH2:32][C:33]3[N:25]([C:22]4[CH:23]=[CH:24][C:19]([F:18])=[CH:20][CH:21]=4)[N:26]=[CH:27][C:28]2=3)=[O:11])[C:6]=1[CH3:7]. The yield is 0.690. (2) The reactants are [Br:1][C:2]1[S:3][C:4]([C:7]2[C:8]3[CH:15]=[CH:14][N:13](COCC[Si](C)(C)C)[C:9]=3[N:10]=[CH:11][N:12]=2)=[CH:5][N:6]=1. The catalyst is C(Cl)Cl.C(O)(C(F)(F)F)=O. The product is [Br:1][C:2]1[S:3][C:4]([C:7]2[C:8]3[CH:15]=[CH:14][NH:13][C:9]=3[N:10]=[CH:11][N:12]=2)=[CH:5][N:6]=1. The yield is 0.720. (3) The reactants are [Cl:1][C:2]1[CH:23]=[C:22]([Cl:24])[CH:21]=[CH:20][C:3]=1[O:4][CH2:5][C:6]1[CH:7]=[C:8]([CH2:16][CH2:17][CH2:18][OH:19])[CH:9]=[C:10]([O:12][CH:13]([CH3:15])[CH3:14])[CH:11]=1.O[C:26]1[CH:30]=[C:29]([CH2:31][CH2:32][C:33]([O:35]CC)=[O:34])[N:28]([C:38]2[CH:43]=[CH:42][CH:41]=[CH:40][CH:39]=2)[N:27]=1.C(P(CCCC)CCCC)CCC.N(C(N1CCCCC1)=O)=NC(N1CCCCC1)=O.O1CCCC1CCO.[OH-].[Na+].Cl. The catalyst is O1CCCC1. The product is [Cl:1][C:2]1[CH:23]=[C:22]([Cl:24])[CH:21]=[CH:20][C:3]=1[O:4][CH2:5][C:6]1[CH:7]=[C:8]([CH2:16][CH2:17][CH2:18][O:19][C:26]2[CH:30]=[C:29]([CH2:31][CH2:32][C:33]([OH:35])=[O:34])[N:28]([C:38]3[CH:43]=[CH:42][CH:41]=[CH:40][CH:39]=3)[N:27]=2)[CH:9]=[C:10]([O:12][CH:13]([CH3:15])[CH3:14])[CH:11]=1. The yield is 0.590. (4) The yield is 0.220. The catalyst is C([O-])(O)=O.[Na+].C1COCC1. The product is [C:35]([N:31]1[CH2:30][CH2:29][N:28]([CH2:27][CH2:26][CH2:25][N:15]2[C:16]3[C:21](=[CH:20][N:19]=[C:18]([NH:23][CH3:24])[CH:17]=3)[CH:22]=[C:13]([C:3]3[C:2]([Cl:1])=[C:7]([O:8][CH3:9])[CH:6]=[C:5]([O:10][CH3:11])[C:4]=3[Cl:12])[C:14]2=[O:34])[CH2:33][CH2:32]1)(=[O:38])[CH:36]=[CH2:37]. The reactants are [Cl:1][C:2]1[C:7]([O:8][CH3:9])=[CH:6][C:5]([O:10][CH3:11])=[C:4]([Cl:12])[C:3]=1[C:13]1[C:14](=[O:34])[N:15]([CH2:25][CH2:26][CH2:27][N:28]2[CH2:33][CH2:32][NH:31][CH2:30][CH2:29]2)[C:16]2[C:21]([CH:22]=1)=[CH:20][N:19]=[C:18]([NH:23][CH3:24])[CH:17]=2.[C:35](Cl)(=[O:38])[CH:36]=[CH2:37].O. (5) The reactants are Cl[C:2]1[C:3]2[CH:20]=[C:19]([CH3:21])[S:18][C:4]=2[N:5]=[C:6]([C:8]([F:17])([F:16])[C:9]2[CH:14]=[CH:13][C:12]([F:15])=[CH:11][CH:10]=2)[N:7]=1.[CH3:22][C:23]1[NH:27][N:26]=[C:25]([NH2:28])[CH:24]=1.CCN(C(C)C)C(C)C. The catalyst is CN(C=O)C.O. The product is [F:16][C:8]([F:17])([C:9]1[CH:14]=[CH:13][C:12]([F:15])=[CH:11][CH:10]=1)[C:6]1[N:7]=[C:2]([NH:28][C:25]2[CH:24]=[C:23]([CH3:22])[NH:27][N:26]=2)[C:3]2[CH:20]=[C:19]([CH3:21])[S:18][C:4]=2[N:5]=1. The yield is 0.150. (6) The reactants are [F:1][C:2]1[CH:3]=[C:4]([O:9]C)[CH:5]=[CH:6][C:7]=1[CH3:8].B(Br)(Br)Br. The catalyst is C(Cl)Cl. The product is [F:1][C:2]1[CH:3]=[C:4]([OH:9])[CH:5]=[CH:6][C:7]=1[CH3:8]. The yield is 0.750.